From a dataset of Full USPTO retrosynthesis dataset with 1.9M reactions from patents (1976-2016). Predict the reactants needed to synthesize the given product. Given the product [Cl:15][C:10]1[CH:9]=[C:8]([C:3]2([C:4]([O:6][CH3:7])=[O:5])[CH2:19][CH:18]2/[CH:17]=[CH:16]/[C:20]2[CH:25]=[CH:24][CH:23]=[CH:22][CH:21]=2)[CH:13]=[CH:12][C:11]=1[Cl:14], predict the reactants needed to synthesize it. The reactants are: [N+](=[C:3]([C:8]1[CH:13]=[CH:12][C:11]([Cl:14])=[C:10]([Cl:15])[CH:9]=1)[C:4]([O:6][CH3:7])=[O:5])=[N-].[CH:16](/[C:20]1[CH:25]=[CH:24][CH:23]=[CH:22][CH:21]=1)=[CH:17]\[CH:18]=[CH2:19].